This data is from Reaction yield outcomes from USPTO patents with 853,638 reactions. The task is: Predict the reaction yield, written as a fraction of the theoretical maximum amount of product (1.0 means a 100% yield; for example, 0.34 means a 34% yield). (1) The reactants are C(NC(C)C)(C)C.C([Li])CCC.[C:13]([O:16][C:17]([CH3:20])([CH3:19])[CH3:18])(=[O:15])[CH3:14].[CH3:21][S:22][C:23]1[N:28]=[C:27]([CH:29]=[O:30])[CH:26]=[CH:25][N:24]=1.[NH4+].[Cl-]. The catalyst is C1COCC1. The product is [C:17]([O:16][C:13](=[O:15])[CH2:14][CH:29]([OH:30])[C:27]1[CH:26]=[CH:25][N:24]=[C:23]([S:22][CH3:21])[N:28]=1)([CH3:20])([CH3:19])[CH3:18]. The yield is 0.820. (2) The reactants are [OH:1][CH2:2][CH:3]1[CH2:8][CH2:7][N:6]([C:9]([O:11][C:12]([CH3:15])([CH3:14])[CH3:13])=[O:10])[CH2:5][CH2:4]1.[H-].[Na+].I[CH3:19]. The catalyst is CN(C=O)C. The product is [CH3:19][O:1][CH2:2][CH:3]1[CH2:8][CH2:7][N:6]([C:9]([O:11][C:12]([CH3:15])([CH3:14])[CH3:13])=[O:10])[CH2:5][CH2:4]1. The yield is 0.230.